This data is from Full USPTO retrosynthesis dataset with 1.9M reactions from patents (1976-2016). The task is: Predict the reactants needed to synthesize the given product. (1) Given the product [Cl:27][C:23]1[CH:24]=[N:25][CH:26]=[C:21]([B:28]2[O:32][C:31]([CH3:34])([CH3:33])[C:30]([CH3:36])([CH3:35])[O:29]2)[N:22]=1, predict the reactants needed to synthesize it. The reactants are: C1(P(C2CCCCC2)C2CCCCC2)CCCCC1.Cl[C:21]1[CH:26]=[N:25][CH:24]=[C:23]([Cl:27])[N:22]=1.[B:28]1([B:28]2[O:32][C:31]([CH3:34])([CH3:33])[C:30]([CH3:36])([CH3:35])[O:29]2)[O:32][C:31]([CH3:34])([CH3:33])[C:30]([CH3:36])([CH3:35])[O:29]1.C([O-])(=O)C.[K+]. (2) Given the product [CH3:43][C:41]([S:44]([NH:46][C:47]1([C:19]2[S:20][C:16]([C:14]3[CH:13]=[C:12]([NH:21][C:22]4[N:27]=[C:26]([C:28]([F:29])([F:31])[F:30])[CH:25]=[CH:24][N:23]=4)[CH:11]=[C:10]([CH3:9])[CH:15]=3)=[CH:17][N:18]=2)[CH2:50][O:49][CH2:48]1)=[O:45])([CH3:40])[CH3:42], predict the reactants needed to synthesize it. The reactants are: C(NC(C)C)(C)C.[Li].[CH3:9][C:10]1[CH:11]=[C:12]([NH:21][C:22]2[N:27]=[C:26]([C:28]([F:31])([F:30])[F:29])[CH:25]=[CH:24][N:23]=2)[CH:13]=[C:14]([C:16]2[S:20][CH:19]=[N:18][CH:17]=2)[CH:15]=1.[Li+].CC([N-]C(C)C)C.[CH3:40][C:41]([S:44]([N:46]=[C:47]1[CH2:50][O:49][CH2:48]1)=[O:45])([CH3:43])[CH3:42]. (3) Given the product [C:13]([O:17][C:18]1[N:19]=[N:20][CH:21]=[C:22]([N:4]2[CH:5]=[CH:6][C:2]([I:1])=[N:3]2)[CH:23]=1)([CH3:16])([CH3:14])[CH3:15], predict the reactants needed to synthesize it. The reactants are: [I:1][C:2]1[CH:6]=[CH:5][NH:4][N:3]=1.CC(C)([O-])C.[K+].[C:13]([O:17][C:18]1[N:19]=[N:20][CH:21]=[C:22](Cl)[CH:23]=1)([CH3:16])([CH3:15])[CH3:14].CCOC(C)=O. (4) Given the product [ClH:1].[Cl:25][C:26]1[CH:31]=[C:30]([F:32])[CH:29]=[CH:28][C:27]=1[O:33][C:2]1[C:11]([C:12]([NH:14][C:15]2[CH:16]=[CH:17][C:18]([C:21]([OH:23])=[O:22])=[N:19][CH:20]=2)=[O:13])=[CH:10][C:9]2[C:4](=[CH:5][CH:6]=[CH:7][CH:8]=2)[N:3]=1, predict the reactants needed to synthesize it. The reactants are: [Cl:1][C:2]1[C:11]([C:12]([NH:14][C:15]2[CH:16]=[CH:17][C:18]([C:21]([O:23]C)=[O:22])=[N:19][CH:20]=2)=[O:13])=[CH:10][C:9]2[C:4](=[CH:5][CH:6]=[CH:7][CH:8]=2)[N:3]=1.[Cl:25][C:26]1[CH:31]=[C:30]([F:32])[CH:29]=[CH:28][C:27]=1[OH:33].C(=O)([O-])[O-].[K+].[K+].[OH-].[Li+].